The task is: Predict which catalyst facilitates the given reaction.. This data is from Catalyst prediction with 721,799 reactions and 888 catalyst types from USPTO. (1) Reactant: [NH2:1][C:2]1[CH:10]=[C:9]2[C:5]([CH2:6][CH2:7][CH:8]2[NH:11][C:12](=[O:17])[C:13]([F:16])([F:15])[F:14])=[CH:4][CH:3]=1.[NH4+].[N:19]#[C:20][S-:21].BrBr.C([O-])([O-])=O.[Na+].[Na+].[OH-].[Na+]. Product: [F:16][C:13]([F:14])([F:15])[C:12]([NH:11][CH:8]1[CH2:7][CH2:6][C:5]2[CH:4]=[C:3]3[C:2]([N:1]=[C:20]([NH2:19])[S:21]3)=[CH:10][C:9]1=2)=[O:17]. The catalyst class is: 313. (2) Reactant: C([O:8][CH2:9][CH2:10][C@@H:11]([C:17]1[NH:18][C:19]2[C:24]([CH:25]=1)=[CH:23][C:22]([O:26][Si:27]([CH:34]([CH3:36])[CH3:35])([CH:31]([CH3:33])[CH3:32])[CH:28]([CH3:30])[CH3:29])=[CH:21][CH:20]=2)[CH2:12][C:13]([O:15][CH3:16])=[O:14])C1C=CC=CC=1.[H][H]. Product: [OH:8][CH2:9][CH2:10][C@@H:11]([C:17]1[NH:18][C:19]2[C:24]([CH:25]=1)=[CH:23][C:22]([O:26][Si:27]([CH:34]([CH3:36])[CH3:35])([CH:28]([CH3:30])[CH3:29])[CH:31]([CH3:33])[CH3:32])=[CH:21][CH:20]=2)[CH2:12][C:13]([O:15][CH3:16])=[O:14]. The catalyst class is: 99. (3) Reactant: [CH2:1]([O:3][C:4]([C:6]1[CH:7]=[N:8][C:9]2[C:14]([C:15]=1[O:16][CH2:17][CH3:18])=[CH:13][C:12](I)=[CH:11][CH:10]=2)=[O:5])[CH3:2].C(N(CC)CC)C.C1(C(C2C=CC=CC=2)CCP)C=CC=CC=1.C([SiH](CCCCCC)CCCCCC)CCCCC.CN(C)[CH:64]=[O:65]. The catalyst class is: 167. Product: [CH2:1]([O:3][C:4]([C:6]1[CH:7]=[N:8][C:9]2[C:14]([C:15]=1[O:16][CH2:17][CH3:18])=[CH:13][C:12]([CH:64]=[O:65])=[CH:11][CH:10]=2)=[O:5])[CH3:2]. (4) Reactant: Cl[C:2]1[N:3]=[N:4][CH:5]=[C:6](Cl)[C:7]=1[Cl:8].Cl.[NH:11]1[CH2:16][CH2:15][C:14]2([C:20]3[CH:21]=[CH:22][CH:23]=[CH:24][C:19]=3[O:18][C:17]2=[O:25])[CH2:13][CH2:12]1.C(=O)([O-])[O-].[K+].[K+].[NH2:32][NH2:33]. Product: [Cl:8][C:7]1[C:6]([N:11]2[CH2:16][CH2:15][C:14]3([C:20]4[CH:21]=[CH:22][CH:23]=[CH:24][C:19]=4[O:18][C:17]3=[O:25])[CH2:13][CH2:12]2)=[CH:5][N:4]=[N:3][C:2]=1[NH:32][NH2:33]. The catalyst class is: 708. (5) Reactant: [Br:1][C:2]1[CH:7]=[CH:6][C:5]([C:8]2[CH:13]=[C:12]([C:14]([N:16]3[CH2:20][CH2:19][CH2:18][CH2:17]3)=[O:15])[CH:11]=[C:10]([C:21](O)=[O:22])[CH:9]=2)=[CH:4][CH:3]=1.Cl.CN(C)CCCN=C=NCC.O.ON1C2C=CC=CC=2N=N1.[CH3:47][C:48]1[N:53]=[CH:52][C:51]([CH2:54][NH2:55])=[CH:50][CH:49]=1.C(N(CC)C(C)C)(C)C. Product: [Br:1][C:2]1[CH:7]=[CH:6][C:5]([C:8]2[CH:13]=[C:12]([C:14]([N:16]3[CH2:20][CH2:19][CH2:18][CH2:17]3)=[O:15])[CH:11]=[C:10]([C:21]([NH:55][CH2:54][C:51]3[CH:52]=[N:53][C:48]([CH3:47])=[CH:49][CH:50]=3)=[O:22])[CH:9]=2)=[CH:4][CH:3]=1. The catalyst class is: 2.